This data is from Forward reaction prediction with 1.9M reactions from USPTO patents (1976-2016). The task is: Predict the product of the given reaction. (1) Given the reactants Cl[C:2]1[N:7]=[C:6]([NH:8][CH:9]2[CH2:14][CH2:13][O:12][CH2:11][CH2:10]2)[C:5]([N+:15]([O-:17])=[O:16])=[C:4]([C:18]2[CH:23]=[CH:22][CH:21]=[CH:20][CH:19]=2)[N:3]=1.C(=O)([O-])[O-].[K+].[K+].[N:30]1[C:34]2[CH:35]=[CH:36][CH:37]=[CH:38][C:33]=2[NH:32][CH:31]=1, predict the reaction product. The product is: [N:30]1([C:2]2[N:7]=[C:6]([NH:8][CH:9]3[CH2:14][CH2:13][O:12][CH2:11][CH2:10]3)[C:5]([N+:15]([O-:17])=[O:16])=[C:4]([C:18]3[CH:23]=[CH:22][CH:21]=[CH:20][CH:19]=3)[N:3]=2)[C:34]2[CH:35]=[CH:36][CH:37]=[CH:38][C:33]=2[N:32]=[CH:31]1. (2) Given the reactants [Si:1]([O:8][CH2:9][C@@H:10]([N:13]([CH2:21][C:22](=[O:26])[C:23]([CH3:25])=[CH2:24])[C:14](=[O:20])[O:15][C:16]([CH3:19])([CH3:18])[CH3:17])C=C)([C:4]([CH3:7])([CH3:6])[CH3:5])([CH3:3])[CH3:2], predict the reaction product. The product is: [Si:1]([O:8][CH2:9][C@@H:10]1[CH:25]=[C:23]([CH3:24])[C:22](=[O:26])[CH2:21][N:13]1[C:14]([O:15][C:16]([CH3:18])([CH3:17])[CH3:19])=[O:20])([C:4]([CH3:5])([CH3:7])[CH3:6])([CH3:3])[CH3:2]. (3) Given the reactants [OH:1][C:2]1[C:14]2[N:6]([N:7]=[C:8]3[C:13]=2[CH:12]=[CH:11][CH:10]=[CH:9]3)[CH:5]=[C:4]([CH3:15])[C:3]=1[C:16]([O:18][C:19]([CH3:22])([CH3:21])[CH3:20])=[O:17].CCN(CC)CC.[O:30](S(C(F)(F)F)(=O)=O)[S:31]([C:34]([F:37])([F:36])[F:35])(=O)=[O:32], predict the reaction product. The product is: [CH3:15][C:4]1[C:3]([C:16]([O:18][C:19]([CH3:22])([CH3:21])[CH3:20])=[O:17])=[C:2]([O:1][S:31]([C:34]([F:37])([F:36])[F:35])(=[O:32])=[O:30])[C:14]2[N:6]([CH:5]=1)[N:7]=[C:8]1[C:13]=2[CH:12]=[CH:11][CH:10]=[CH:9]1. (4) Given the reactants [NH2:1][C:2]1[CH:3]=[C:4]([C:8]2[N:13]3[N:14]=[CH:15][C:16]([C:17]([C:19]4[S:20][CH:21]=[CH:22][CH:23]=4)=[O:18])=[C:12]3[N:11]=[CH:10][CH:9]=2)[CH:5]=[CH:6][CH:7]=1.[C:24]1([CH:30]([CH3:34])[CH2:31][CH:32]=O)[CH:29]=[CH:28][CH:27]=[CH:26][CH:25]=1, predict the reaction product. The product is: [C:24]1([CH:30]([CH3:34])[CH2:31][CH2:32][NH:1][C:2]2[CH:3]=[C:4]([C:8]3[N:13]4[N:14]=[CH:15][C:16]([C:17]([C:19]5[S:20][CH:21]=[CH:22][CH:23]=5)=[O:18])=[C:12]4[N:11]=[CH:10][CH:9]=3)[CH:5]=[CH:6][CH:7]=2)[CH:29]=[CH:28][CH:27]=[CH:26][CH:25]=1. (5) Given the reactants C(OC([N:8]1[CH2:13][CH2:12][CH2:11][C@@H:10]([O:14][C:15]2[CH:20]=[N:19][CH:18]=[C:17]([NH:21][C:22]3[N:23](C(OC(C)(C)C)=O)[N:24]=[C:25]([C:27]4[C:28]([O:34][CH3:35])=[N:29][C:30]([CH3:33])=[CH:31][CH:32]=4)[CH:26]=3)[N:16]=2)[CH2:9]1)=O)(C)(C)C.FC(F)(F)C(O)=O.C(=O)(O)[O-].[Na+], predict the reaction product. The product is: [CH3:35][O:34][C:28]1[C:27]([C:25]2[CH:26]=[C:22]([NH:21][C:17]3[CH:18]=[N:19][CH:20]=[C:15]([O:14][C@@H:10]4[CH2:11][CH2:12][CH2:13][NH:8][CH2:9]4)[N:16]=3)[NH:23][N:24]=2)=[CH:32][CH:31]=[C:30]([CH3:33])[N:29]=1. (6) Given the reactants [CH3:1][CH:2]([C:4]1[O:5][C:6]2[C:16]([N:17]=1)=[CH:15][C:9]1[CH2:10][CH2:11][NH:12][CH2:13][CH2:14][C:8]=1[CH:7]=2)[CH3:3].[Cl:18][CH2:19][CH2:20][CH2:21][S:22][C:23]1[N:27]([CH3:28])[C:26]([C:29]2[O:33][CH:32]=[N:31][C:30]=2[CH3:34])=[N:25][N:24]=1, predict the reaction product. The product is: [ClH:18].[CH3:3][CH:2]([C:4]1[O:5][C:6]2[C:16]([N:17]=1)=[CH:15][C:9]1[CH2:10][CH2:11][N:12]([CH2:19][CH2:20][CH2:21][S:22][C:23]3[N:27]([CH3:28])[C:26]([C:29]4[O:33][CH:32]=[N:31][C:30]=4[CH3:34])=[N:25][N:24]=3)[CH2:13][CH2:14][C:8]=1[CH:7]=2)[CH3:1].